This data is from Reaction yield outcomes from USPTO patents with 853,638 reactions. The task is: Predict the reaction yield, written as a fraction of the theoretical maximum amount of product (1.0 means a 100% yield; for example, 0.34 means a 34% yield). The reactants are [CH3:1][O:2][C:3]1[CH:23]=[CH:22][CH:21]=[CH:20][C:4]=1[CH2:5][C:6]1[N:10]([C:11]2[CH:16]=[CH:15][C:14]([N+:17]([O-])=O)=[CH:13][N:12]=2)[N:9]=[N:8][N:7]=1. The catalyst is O1CCCC1.CO.[Pt]=O. The product is [CH3:1][O:2][C:3]1[CH:23]=[CH:22][CH:21]=[CH:20][C:4]=1[CH2:5][C:6]1[N:10]([C:11]2[N:12]=[CH:13][C:14]([NH2:17])=[CH:15][CH:16]=2)[N:9]=[N:8][N:7]=1. The yield is 0.950.